From a dataset of Catalyst prediction with 721,799 reactions and 888 catalyst types from USPTO. Predict which catalyst facilitates the given reaction. (1) Reactant: [Br:1][C:2]1[CH:3]=[CH:4][C:5]([O:13][CH3:14])=[C:6]([C@H:8]([CH3:12])[C:9](O)=[O:10])[CH:7]=1.B.C1COCC1. Product: [Br:1][C:2]1[CH:3]=[CH:4][C:5]([O:13][CH3:14])=[C:6]([C@H:8]([CH3:12])[CH2:9][OH:10])[CH:7]=1. The catalyst class is: 1. (2) Reactant: [CH3:1][C:2]1([CH3:27])[CH2:11][CH2:10][C:9]([CH3:13])([CH3:12])[C:8]2[CH:7]=[C:6]([C:14]([NH:16][C:17]3[CH:26]=[CH:25][C:20]([C:21](OC)=[O:22])=[CH:19][CH:18]=3)=[O:15])[CH:5]=[CH:4][C:3]1=2.[NH2:28][OH:29]. Product: [OH:29][NH:28][C:21]([C:20]1[CH:19]=[CH:18][C:17]([NH:16][C:14]([C:6]2[CH:5]=[CH:4][C:3]3[C:2]([CH3:27])([CH3:1])[CH2:11][CH2:10][C:9]([CH3:13])([CH3:12])[C:8]=3[CH:7]=2)=[O:15])=[CH:26][CH:25]=1)=[O:22]. The catalyst class is: 5. (3) Reactant: [CH3:1][N:2]([S:23]([CH3:26])(=[O:25])=[O:24])[C:3]1[CH:12]=[CH:11][C:10]([C:13]#[C:14][CH2:15][O:16][CH:17]2[CH2:22][CH2:21][CH2:20][CH2:19][O:18]2)=[CH:9][C:4]=1[C:5]([O:7]C)=O.[H-].[Na+].CO. Product: [CH3:1][N:2]1[C:3]2[CH:12]=[CH:11][C:10]([C:13]#[C:14][CH2:15][O:16][CH:17]3[CH2:22][CH2:21][CH2:20][CH2:19][O:18]3)=[CH:9][C:4]=2[C:5](=[O:7])[CH2:26][S:23]1(=[O:25])=[O:24]. The catalyst class is: 3. (4) Reactant: [F:1][C:2]([F:20])([F:19])[C:3]1[CH:8]=[CH:7][C:6]([CH:9]2[C:18]3[C:13](=[CH:14][N:15]=[CH:16][CH:17]=3)[CH2:12][CH2:11][NH:10]2)=[CH:5][CH:4]=1.[F:21][C:22]1[CH:27]=[CH:26][C:25]([N:28]=[C:29]=[O:30])=[CH:24][CH:23]=1. Product: [F:21][C:22]1[CH:27]=[CH:26][C:25]([NH:28][C:29]([N:10]2[CH2:11][CH2:12][C:13]3[C:18](=[CH:17][CH:16]=[N:15][CH:14]=3)[CH:9]2[C:6]2[CH:5]=[CH:4][C:3]([C:2]([F:1])([F:19])[F:20])=[CH:8][CH:7]=2)=[O:30])=[CH:24][CH:23]=1. The catalyst class is: 26. (5) Reactant: [CH3:1][C:2]1[CH:10]=[CH:9][C:5]([C:6](O)=[O:7])=[CH:4][C:3]=1[N:11]1[C:20](=[O:21])[C:19]2[C:14](=[CH:15][CH:16]=[C:17]([N:22]3[CH2:27][CH2:26][N:25]([CH3:28])[CH2:24][CH2:23]3)[CH:18]=2)[N:13]=[CH:12]1.CN(C=O)C.S(Cl)(Cl)=O.[CH:38]1([NH2:41])[CH2:40][CH2:39]1. Product: [CH:38]1([NH:41][C:6](=[O:7])[C:5]2[CH:9]=[CH:10][C:2]([CH3:1])=[C:3]([N:11]3[C:20](=[O:21])[C:19]4[C:14](=[CH:15][CH:16]=[C:17]([N:22]5[CH2:27][CH2:26][N:25]([CH3:28])[CH2:24][CH2:23]5)[CH:18]=4)[N:13]=[CH:12]3)[CH:4]=2)[CH2:40][CH2:39]1. The catalyst class is: 2. (6) Reactant: [C:1]([N:8]1[CH2:11][CH:10]([C:12]([OH:14])=O)[CH2:9]1)([O:3][C:4]([CH3:7])([CH3:6])[CH3:5])=[O:2].[NH2:15][C:16]1[CH:21]=[CH:20][CH:19]=[CH:18][CH:17]=1.C1CCC(N=C=NC2CCCCC2)CC1. Product: [C:16]1([NH:15][C:12]([CH:10]2[CH2:9][N:8]([C:1]([O:3][C:4]([CH3:5])([CH3:6])[CH3:7])=[O:2])[CH2:11]2)=[O:14])[CH:21]=[CH:20][CH:19]=[CH:18][CH:17]=1. The catalyst class is: 2. (7) Reactant: [NH2:1][CH2:2][C@H:3]([OH:14])[CH2:4][N:5]1[CH2:13][C:12]2[C:7](=[CH:8][CH:9]=[CH:10][CH:11]=2)[CH2:6]1.N1[C:24]2[C:19](=[CH:20][CH:21]=[CH:22][C:23]=2[O:25][CH2:26][C:27](OCC)=[O:28])C=CC=1. Product: [OH:14][C@H:3]([CH2:4][N:5]1[CH2:13][C:12]2[C:7](=[CH:8][CH:9]=[CH:10][CH:11]=2)[CH2:6]1)[CH2:2][NH:1][C:27](=[O:28])[CH2:26][O:25][C:23]1[CH:24]=[CH:19][CH:20]=[CH:21][CH:22]=1. The catalyst class is: 14.